The task is: Predict the reactants needed to synthesize the given product.. This data is from Full USPTO retrosynthesis dataset with 1.9M reactions from patents (1976-2016). (1) Given the product [F:1][C:2]1[CH:7]=[CH:6][C:5]([C:8](=[O:14])[CH2:9][CH2:10][C:11]([O:13][CH3:21])=[O:12])=[CH:4][C:3]=1[CH3:15], predict the reactants needed to synthesize it. The reactants are: [F:1][C:2]1[CH:7]=[CH:6][C:5]([C:8](=[O:14])[CH2:9][CH2:10][C:11]([OH:13])=[O:12])=[CH:4][C:3]=1[CH3:15].OS(O)(=O)=O.[CH3:21]O. (2) Given the product [NH2:1][CH2:2][CH2:3][C:4]1[CH:5]=[C:6]([NH:10][C:11]([NH:13][CH2:14][CH2:15][CH2:20][CH2:19][C:18]2[CH:17]=[CH:16][CH:27]=[CH:25][CH:26]=2)=[O:12])[CH:7]=[CH:8][CH:9]=1, predict the reactants needed to synthesize it. The reactants are: [NH2:1][CH2:2][CH2:3][C:4]1[CH:5]=[C:6]([NH:10][C:11]([NH:13][CH2:14][C:15]2[CH:20]=[CH:19][C:18](F)=[CH:17][CH:16]=2)=[O:12])[CH:7]=[CH:8][CH:9]=1.C(#N)C.[CH:25](OC(C)C)([CH3:27])[CH3:26]. (3) The reactants are: Br[C:2]1[CH:10]=[C:9]([C:11]([F:14])([F:13])[F:12])[CH:8]=[C:7]2[C:3]=1[CH:4]=[N:5][NH:6]2.[CH3:15][N:16]([CH3:32])[C:17]1[N:22]=[CH:21][C:20](B2OC(C)(C)C(C)(C)O2)=[CH:19][N:18]=1.[C:33]([O-:36])(O)=[O:34].[Na+]. Given the product [C:33]([OH:36])([C:11]([F:14])([F:13])[F:12])=[O:34].[CH3:15][N:16]([CH3:32])[C:17]1[N:22]=[CH:21][C:20]([C:2]2[CH:10]=[C:9]([C:11]([F:14])([F:13])[F:12])[CH:8]=[C:7]3[C:3]=2[CH:4]=[N:5][NH:6]3)=[CH:19][N:18]=1, predict the reactants needed to synthesize it. (4) Given the product [C:11]([C:15]1[CH:16]=[C:17]2[C:22](=[CH:23][CH:24]=1)[C:21](=[O:25])[N:20]([C:26]1[C:27]([CH2:28][OH:29])=[C:33]([C:2]3[N:3]=[C:4]([C:8]([NH2:10])=[O:9])[N:5]([CH3:7])[CH:6]=3)[CH:34]=[CH:35][CH:36]=1)[N:19]=[CH:18]2)([CH3:14])([CH3:12])[CH3:13], predict the reactants needed to synthesize it. The reactants are: Br[C:2]1[N:3]=[C:4]([C:8]([NH2:10])=[O:9])[N:5]([CH3:7])[CH:6]=1.[C:11]([C:15]1[CH:16]=[C:17]2[C:22](=[CH:23][CH:24]=1)[C:21](=[O:25])[N:20]([C:26]1[CH:36]=[CH:35][CH:34]=[C:33](B3OC(C)(C)C(C)(C)O3)[C:27]=1[CH2:28][O:29]C(=O)C)[N:19]=[CH:18]2)([CH3:14])([CH3:13])[CH3:12]. (5) Given the product [Cl:1][C:2]([Cl:21])([Cl:20])[CH2:3][O:4][C:5](=[O:19])[CH:6]([S:31][CH2:30][CH2:29][C:26]1[CH:27]=[CH:28][C:23]([F:22])=[CH:24][CH:25]=1)[CH2:7][C:8]1[CH:13]=[CH:12][C:11]([CH2:14][CH2:15][CH2:16][OH:17])=[CH:10][CH:9]=1, predict the reactants needed to synthesize it. The reactants are: [Cl:1][C:2]([Cl:21])([Cl:20])[CH2:3][O:4][C:5](=[O:19])[CH:6](Cl)[CH2:7][C:8]1[CH:13]=[CH:12][C:11]([CH2:14][CH2:15][CH2:16][OH:17])=[CH:10][CH:9]=1.[F:22][C:23]1[CH:28]=[CH:27][C:26]([CH2:29][CH2:30][SH:31])=[CH:25][CH:24]=1.COC(=O)C(SCCC1C=CC(F)=CC=1)CC1C=CC(C(C)(C)O[SiH2]C(C)(C)C)=CC=1. (6) Given the product [N:1]12[CH2:8][CH2:7][CH:4]([CH2:5][CH2:6]1)[CH:3]([O:9][C:10](=[O:19])[NH:11][C:12]1[CH:13]=[C:14]([C:23]3[CH:24]=[CH:25][CH:26]=[CH:27][C:22]=3[CH2:20][CH3:21])[CH:15]=[CH:16][CH:17]=1)[CH2:2]2, predict the reactants needed to synthesize it. The reactants are: [N:1]12[CH2:8][CH2:7][CH:4]([CH2:5][CH2:6]1)[CH:3]([O:9][C:10](=[O:19])[NH:11][C:12]1[CH:17]=[CH:16][CH:15]=[C:14](Br)[CH:13]=1)[CH2:2]2.[CH2:20]([C:22]1[CH:27]=[CH:26][CH:25]=[CH:24][C:23]=1B(O)O)[CH3:21]. (7) Given the product [C:25]([O:29][C:30]([N:32]1[CH2:37][CH2:36][C:35]2[N:38]([CH3:48])[C:39]([C:41]3[CH:46]=[CH:45][N:44]=[C:43](/[CH:15]=[CH:14]/[C:10]4[CH:11]=[CH:12][CH:13]=[C:8]([Cl:7])[CH:9]=4)[N:42]=3)=[CH:40][C:34]=2[C:33]1=[O:49])=[O:31])([CH3:28])([CH3:27])[CH3:26], predict the reactants needed to synthesize it. The reactants are: C(=O)([O-])[O-].[Cs+].[Cs+].[Cl:7][C:8]1[CH:9]=[C:10](/[CH:14]=[CH:15]/B2OC(C)(C)C(C)(C)O2)[CH:11]=[CH:12][CH:13]=1.[C:25]([O:29][C:30]([N:32]1[CH2:37][CH2:36][C:35]2[N:38]([CH3:48])[C:39]([C:41]3[CH:46]=[CH:45][N:44]=[C:43](I)[N:42]=3)=[CH:40][C:34]=2[C:33]1=[O:49])=[O:31])([CH3:28])([CH3:27])[CH3:26]. (8) Given the product [CH3:1][C:2]1[C:7]([S:8][C:15]2[C:16]([Cl:21])=[N:17][CH:18]=[CH:19][N:20]=2)=[C:6]([N+:9]([O-:11])=[O:10])[CH:5]=[CH:4][CH:3]=1, predict the reactants needed to synthesize it. The reactants are: [CH3:1][C:2]1[C:7]([SH:8])=[C:6]([N+:9]([O-:11])=[O:10])[CH:5]=[CH:4][CH:3]=1.[H-].[Na+].Cl[C:15]1[C:16]([Cl:21])=[N:17][CH:18]=[CH:19][N:20]=1.P([O-])(O)(O)=O.[Na+].